Dataset: Forward reaction prediction with 1.9M reactions from USPTO patents (1976-2016). Task: Predict the product of the given reaction. Given the reactants [N:1]1[C:8]([Cl:9])=[N:7][C:5](Cl)=[N:4][C:2]=1[Cl:3].C(N(CC)CC)C.[NH:17]1[CH2:22][CH2:21][O:20][CH2:19][CH2:18]1, predict the reaction product. The product is: [Cl:9][C:8]1[N:1]=[C:2]([Cl:3])[N:4]=[C:5]([N:17]2[CH2:22][CH2:21][O:20][CH2:19][CH2:18]2)[N:7]=1.